From a dataset of Reaction yield outcomes from USPTO patents with 853,638 reactions. Predict the reaction yield, written as a fraction of the theoretical maximum amount of product (1.0 means a 100% yield; for example, 0.34 means a 34% yield). (1) The reactants are Cl[CH2:2][CH2:3][O:4][C:5]1[C:6]([O:34][CH3:35])=[CH:7][C:8]2[N:12]=[CH:11][N:10]([C:13]3[S:17][C:16]([C:18]([NH2:20])=[O:19])=[C:15]([O:21][CH2:22][C:23]4[CH:28]=[CH:27][CH:26]=[CH:25][C:24]=4[C:29]([F:32])([F:31])[F:30])[CH:14]=3)[C:9]=2[CH:33]=1.C([O-])(O)=O.[Na+].[CH3:41][N:42]1[CH2:47][CH2:46][NH:45][CH2:44][CH2:43]1. No catalyst specified. The product is [CH3:35][O:34][C:6]1[C:5]([O:4][CH2:3][CH2:2][N:45]2[CH2:46][CH2:47][N:42]([CH3:41])[CH2:43][CH2:44]2)=[CH:33][C:9]2[N:10]([C:13]3[S:17][C:16]([C:18]([NH2:20])=[O:19])=[C:15]([O:21][CH2:22][C:23]4[CH:28]=[CH:27][CH:26]=[CH:25][C:24]=4[C:29]([F:32])([F:31])[F:30])[CH:14]=3)[CH:11]=[N:12][C:8]=2[CH:7]=1. The yield is 0.520. (2) The reactants are C(OC([N:8]1[CH2:13][CH:12]2[CH2:14][CH:9]1[CH2:10][N:11]2[CH2:15][C:16]1[CH:21]=[CH:20][C:19]([CH2:22][C:23]2[S:24][C:25]3[CH:31]=[CH:30][CH:29]=[CH:28][C:26]=3[N:27]=2)=[CH:18][CH:17]=1)=O)(C)(C)C.[ClH:32]. The catalyst is C(Cl)Cl. The product is [ClH:32].[ClH:32].[C@H:12]12[CH2:14][C@H:9]([NH:8][CH2:13]1)[CH2:10][N:11]2[CH2:15][C:16]1[CH:21]=[CH:20][C:19]([CH2:22][C:23]2[S:24][C:25]3[CH:31]=[CH:30][CH:29]=[CH:28][C:26]=3[N:27]=2)=[CH:18][CH:17]=1. The yield is 1.00. (3) The reactants are [NH2:1][C:2]1[C:9]([N+:10]([O-])=O)=[CH:8][C:5]([C:6]#[N:7])=[CH:4][C:3]=1[CH3:13].O.O.[Sn](Cl)(Cl)(Cl)Cl. The catalyst is C(O)C. The product is [NH2:10][C:9]1[CH:8]=[C:5]([CH:4]=[C:3]([CH3:13])[C:2]=1[NH2:1])[C:6]#[N:7]. The yield is 0.810. (4) The reactants are [NH2:1][C:2]1[N:7]=[CH:6][N:5]=[C:4]2[N:8]([CH2:25][C@H:26]3[CH2:30][CH2:29][CH2:28][N:27]3[C:31](=[O:35])[CH2:32][C:33]#[N:34])[N:9]=[C:10]([C:11]3[CH:16]=[CH:15][C:14]([O:17][C:18]4[CH:23]=[CH:22][CH:21]=[CH:20][C:19]=4[F:24])=[CH:13][CH:12]=3)[C:3]=12.N1[CH2:41][CH2:40][CH2:39][CH2:38]C1.C1(C=O)CC1. The catalyst is CO. The product is [NH2:1][C:2]1[N:7]=[CH:6][N:5]=[C:4]2[N:8]([CH2:25][C@H:26]3[CH2:30][CH2:29][CH2:28][N:27]3[C:31]([C:32](=[CH:38][CH:39]3[CH2:41][CH2:40]3)[C:33]#[N:34])=[O:35])[N:9]=[C:10]([C:11]3[CH:16]=[CH:15][C:14]([O:17][C:18]4[CH:23]=[CH:22][CH:21]=[CH:20][C:19]=4[F:24])=[CH:13][CH:12]=3)[C:3]=12. The yield is 0.320.